Dataset: Full USPTO retrosynthesis dataset with 1.9M reactions from patents (1976-2016). Task: Predict the reactants needed to synthesize the given product. (1) The reactants are: [Cl:1][C:2]1[C:8]([Cl:9])=[CH:7][CH:6]=[CH:5][C:3]=1N.[Na+].[Br-:11].Br.N([O-])=O.[Na+]. Given the product [Br:11][C:3]1[CH:5]=[CH:6][CH:7]=[C:8]([Cl:9])[C:2]=1[Cl:1], predict the reactants needed to synthesize it. (2) Given the product [ClH:83].[CH3:44][O:45][C:46]1[CH:51]=[C:50]([CH3:52])[C:49]([S:53]([N:56]2[CH2:61][CH2:60][CH2:59][CH2:58][CH:57]2[CH2:62][O:63][CH2:64][C:65]([N:67]2[CH2:72][CH2:71][CH:70]([CH2:73][CH2:74][N:75]3[CH2:79][CH2:78][CH2:77][CH2:76]3)[CH2:69][CH2:68]2)=[O:66])(=[O:54])=[O:55])=[C:48]([CH3:80])[CH:47]=1, predict the reactants needed to synthesize it. The reactants are: COC1C=C(C)C(S(N2CCCCC2COCC(O)=O)(=O)=O)=C(C)C=1.N1(CCC2CCNCC2)CCCC1.C(=O)([O-])O.[Na+].[CH3:44][O:45][C:46]1[CH:51]=[C:50]([CH3:52])[C:49]([S:53]([N:56]2[CH2:61][CH2:60][CH2:59][CH2:58][CH:57]2[CH2:62][O:63][CH2:64][C:65]([N:67]2[CH2:72][CH2:71][CH:70]([CH2:73][CH2:74][N:75]3[CH2:79][CH2:78][CH2:77][CH2:76]3)[CH2:69][CH2:68]2)=[O:66])(=[O:55])=[O:54])=[C:48]([CH3:80])[CH:47]=1.C[Si](C)(C)[Cl:83]. (3) Given the product [CH3:12][N:8]1[C:9](=[O:11])[C:10]2[C:2]([C:29]([OH:31])=[O:30])=[C:3]([CH2:18][C:19]3[CH:24]=[CH:23][CH:22]=[CH:21][C:20]=3[C:25]([F:28])([F:27])[F:26])[S:4][C:5]=2[N:6]([CH2:14][CH:15]([CH3:17])[CH3:16])[C:7]1=[O:13], predict the reactants needed to synthesize it. The reactants are: Br[C:2]1[C:10]2[C:9](=[O:11])[N:8]([CH3:12])[C:7](=[O:13])[N:6]([CH2:14][CH:15]([CH3:17])[CH3:16])[C:5]=2[S:4][C:3]=1[CH2:18][C:19]1[CH:24]=[CH:23][CH:22]=[CH:21][C:20]=1[C:25]([F:28])([F:27])[F:26].[C:29](=[O:31])=[O:30]. (4) Given the product [Cl:1][C:2]1[CH:3]=[C:4]([NH:26][C:27]2[N:28]=[C:29]([NH2:30])[NH:34][N:33]=2)[CH:5]=[C:6]([C:22]([F:25])([F:24])[F:23])[C:7]=1[C:8]1[CH:21]=[CH:20][C:11]2[O:12][CH2:13][CH2:14][N:15]([S:16]([CH3:19])(=[O:17])=[O:18])[C:10]=2[CH:9]=1, predict the reactants needed to synthesize it. The reactants are: [Cl:1][C:2]1[CH:3]=[C:4]([NH:26][CH:27](SC)[NH:28][C:29]#[N:30])[CH:5]=[C:6]([C:22]([F:25])([F:24])[F:23])[C:7]=1[C:8]1[CH:21]=[CH:20][C:11]2[O:12][CH2:13][CH2:14][N:15]([S:16]([CH3:19])(=[O:18])=[O:17])[C:10]=2[CH:9]=1.[NH2:33][NH2:34]. (5) Given the product [CH2:13]([O:8][C:1](=[O:9])[CH:2]([CH2:4][C:5]([O:7][CH2:13][CH2:12][CH:11]([CH3:15])[CH3:10])=[O:6])[OH:3])[CH2:12][CH:11]([CH3:15])[CH3:10], predict the reactants needed to synthesize it. The reactants are: [C:1]([OH:9])(=[O:8])[CH:2]([CH2:4][C:5]([OH:7])=[O:6])[OH:3].[CH3:10][CH:11]([CH3:15])[CH2:12][CH2:13]O.